Dataset: Drug-target binding data from BindingDB using Ki measurements. Task: Regression. Given a target protein amino acid sequence and a drug SMILES string, predict the binding affinity score between them. We predict pKi (pKi = -log10(Ki in M); higher means stronger inhibition). Dataset: bindingdb_ki. (1) The small molecule is O=C(O)c1cccc(-c2cccc(CCS)c2C(=O)O)c1. The target protein (Q04609) has sequence MWNLLHETDSAVATARRPRWLCAGALVLAGGFFLLGFLFGWFIKSSNEATNITPKHNMKAFLDELKAENIKKFLYNFTQIPHLAGTEQNFQLAKQIQSQWKEFGLDSVELAHYDVLLSYPNKTHPNYISIINEDGNEIFNTSLFEPPPPGYENVSDIVPPFSAFSPQGMPEGDLVYVNYARTEDFFKLERDMKINCSGKIVIARYGKVFRGNKVKNAQLAGAKGVILYSDPADYFAPGVKSYPDGWNLPGGGVQRGNILNLNGAGDPLTPGYPANEYAYRRGIAEAVGLPSIPVHPIGYYDAQKLLEKMGGSAPPDSSWRGSLKVPYNVGPGFTGNFSTQKVKMHIHSTNEVTRIYNVIGTLRGAVEPDRYVILGGHRDSWVFGGIDPQSGAAVVHEIVRSFGTLKKEGWRPRRTILFASWDAEEFGLLGSTEWAEENSRLLQERGVAYINADSSIEGNYTLRVDCTPLMYSLVHNLTKELKSPDEGFEGKSLYESWTKK.... The pKi is 9.0. (2) The compound is CCN(CC)C(=S)[S-]. The target protein sequence is MPEIKQLFENNSKWSESIKAETPEYFAKLAKGQNPDFLWIGCADSRVPAERLTGLYSGELFVHRNVANQVIHTDLNCLSVVQYAVDVLQVKHIIVCGHYGCGGVTAAIDNPQLGLINNWLLHIRDYYLKHREYLDQMPAEDRSDKLAEINVAEQVYNLANSTVLQNAWERGQAVEVHGFVYGIEDGRLEYLGVRCASRSAVEDNYHKALEKILNPNHRLLCR. The pKi is 3.1. (3) The drug is CCOC(=O)C1CCCCN1C(=O)C(=O)C(C)(C)CC. The target protein sequence is MGVEIETISPGDGRTFPKKGQTCVVHYTGMLQNGKKFDSSRDRNKPFRFKIGRQEVIKGFEEGVTQMSLGQRAKLTCTPEMAYGATGHPGVIPPNATLLFDVELLRLE. The pKi is 5.9. (4) The compound is CCCCCOC(=O)N1CCN(C(=O)[C@H](CCC(=O)O)NC(=O)c2nc(-c3ccccc3)cc(N3CCC(CNC)CC3)n2)CC1. The target protein (Q9H244) has sequence MQAVDNLTSAPGNTSLCTRDYKITQVLFPLLYTVLFFVGLITNGLAMRIFFQIRSKSNFIIFLKNTVISDLLMILTFPFKILSDAKLGTGPLRTFVCQVTSVIFYFTMYISISFLGLITIDRYQKTTRPFKTSNPKNLLGAKILSVVIWAFMFLLSLPNMILTNRQPRDKNVKKCSFLKSEFGLVWHEIVNYICQVIFWINFLIVIVCYTLITKELYRSYVRTRGVGKVPRKKVNVKVFIIIAVFFICFVPFHFARIPYTLSQTRDVFDCTAENTLFYVKESTLWLTSLNACLDPFIYFFLCKSFRNSLISMLKCPNSATSLSQDNRKKEQDGGDPNEETPM. The pKi is 8.0. (5) The compound is COc1ccc(-c2c(C)c(C(=O)NC3(C#N)CCOCC3)nn2-c2ccccc2Br)cc1. The pKi is 5.0. The target protein (P21918) has sequence MLPPGSNGTAYPGQFALYQQLAQGNAVGGSAGAPPLGPSQVVTACLLTLLIIWTLLGNVLVCAAIVRSRHLRANMTNVFIVSLAVSDLFVALLVMPWKAVAEVAGYWPFGAFCDVWVAFDIMCSTASILNLCVISVDRYWAISRPFRYKRKMTQRMALVMVGLAWTLSILISFIPVQLNWHRDQAASWGGLDLPNNLANWTPWEEDFWEPDVNAENCDSSLNRTYAISSSLISFYIPVAIMIVTYTRIYRIAQVQIRRISSLERAAEHAQSCRSSAACAPDTSLRASIKKETKVLKTLSVIMGVFVCCWLPFFILNCMVPFCSGHPEGPPAGFPCVSETTFDVFVWFGWANSSLNPVIYAFNADFQKVFAQLLGCSHFCSRTPVETVNISNELISYNQDIVFHKEIAAAYIHMMPNAVTPGNREVDNDEEEGPFDRMFQIYQTSPDGDPVAESVWELDCEGEISLDKITPFTPNGFH.